From a dataset of Full USPTO retrosynthesis dataset with 1.9M reactions from patents (1976-2016). Predict the reactants needed to synthesize the given product. (1) The reactants are: [C:1]([C:3]1[CH:4]=[C:5](B(O)O)[CH:6]=[CH:7][C:8]=1[F:9])#[N:2].P([O-])([O-])([O-])=O.[K+].[K+].[K+].C1(C)C=CC=CC=1.[F:28][C:29]1[CH:30]=[C:31]([CH:34]=[C:35]([F:37])[CH:36]=1)[CH2:32]Br. Given the product [F:28][C:29]1[CH:30]=[C:31]([CH:34]=[C:35]([F:37])[CH:36]=1)[CH2:32][C:5]1[CH:6]=[CH:7][C:8]([F:9])=[C:3]([CH:4]=1)[C:1]#[N:2], predict the reactants needed to synthesize it. (2) Given the product [N:26]1([C:24]([C:21]2[CH:22]=[CH:23][C:18]([B:32]([OH:35])[OH:33])=[CH:19][CH:20]=2)=[O:25])[CH2:31][CH2:30][O:29][CH2:28][CH2:27]1, predict the reactants needed to synthesize it. The reactants are: C([Mg]Cl)(C)C.CN(C)CCOCCN(C)C.I[C:18]1[CH:23]=[CH:22][C:21]([C:24]([N:26]2[CH2:31][CH2:30][O:29][CH2:28][CH2:27]2)=[O:25])=[CH:20][CH:19]=1.[B:32](OC)([O:35]C)[O:33]C. (3) Given the product [C:10]([NH2:12])(=[O:11])[C:9]1[CH:22]=[CH:23][CH:24]=[CH:7][CH:8]=1, predict the reactants needed to synthesize it. The reactants are: CN([C:7]1[CH:8]=[C:9]([CH:22]=[C:23](Br)[CH:24]=1)[C:10]([NH:12][C@@H](C1C=CC(F)=CC=1)C)=[O:11])S(C)(=O)=O.CC(C)=O.C(NC(C)C)(C)C.C[Si](C#C)(C)C. (4) Given the product [NH2:20][C:2]1[N:3]=[CH:4][C:5]2[N:6]([C:8]([CH2:18][OH:19])=[C:9]([C:11]3[CH:16]=[CH:15][C:14]([Br:17])=[CH:13][CH:12]=3)[N:10]=2)[CH:7]=1, predict the reactants needed to synthesize it. The reactants are: Br[C:2]1[N:3]=[CH:4][C:5]2[N:6]([C:8]([CH2:18][OH:19])=[C:9]([C:11]3[CH:16]=[CH:15][C:14]([Br:17])=[CH:13][CH:12]=3)[N:10]=2)[CH:7]=1.[NH3:20].